The task is: Predict the reaction yield, written as a fraction of the theoretical maximum amount of product (1.0 means a 100% yield; for example, 0.34 means a 34% yield).. This data is from Reaction yield outcomes from USPTO patents with 853,638 reactions. (1) The reactants are [CH:1](=O)[C:2]1[CH:7]=[CH:6][C:5]([O:8][CH3:9])=[CH:4][CH:3]=1.[NH2:11][C@@H:12]([CH2:14][OH:15])[CH3:13].[BH4-].[Na+].O. The catalyst is CO. The product is [CH3:9][O:8][C:5]1[CH:6]=[CH:7][C:2]([CH2:1][NH:11][C@H:12]([CH3:13])[CH2:14][OH:15])=[CH:3][CH:4]=1. The yield is 1.00. (2) The reactants are [CH3:1][O:2][C:3](=[O:26])[C@H:4]([O:14][C:15]1[CH:20]=[CH:19][C:18]([F:21])=[C:17]([C:22](=[O:24])[NH2:23])[C:16]=1[F:25])[CH2:5][O:6]CC1C=CC=CC=1. The catalyst is C1COCC1.[OH-].[OH-].[Pd+2]. The product is [CH3:1][O:2][C:3](=[O:26])[C@H:4]([O:14][C:15]1[CH:20]=[CH:19][C:18]([F:21])=[C:17]([C:22](=[O:24])[NH2:23])[C:16]=1[F:25])[CH2:5][OH:6]. The yield is 1.00. (3) The reactants are [F:1][C:2]1[CH:7]=[CH:6][C:5]([CH2:8][OH:9])=[C:4](/[CH:10]=[CH:11]/[C:12]2[CH:17]=[CH:16][C:15]([F:18])=[CH:14][CH:13]=2)[CH:3]=1. The catalyst is [Pd].CO. The product is [F:1][C:2]1[CH:7]=[CH:6][C:5]([CH2:8][OH:9])=[C:4]([CH2:10][CH2:11][C:12]2[CH:13]=[CH:14][C:15]([F:18])=[CH:16][CH:17]=2)[CH:3]=1. The yield is 0.370. (4) The reactants are [CH2:1]([C:4]1[CH:13]=[CH:12][C:7]([C:8]([O:10][CH3:11])=[O:9])=[CH:6][C:5]=1[S:14]([N:17]1[CH2:23][CH2:22][CH2:21][CH:20]([O:24][CH2:25][C:26]2[CH:31]=[CH:30][CH:29]=[CH:28][CH:27]=2)[CH2:19][CH2:18]1)(=[O:16])=[O:15])[CH:2]=C.[O-:32]S([O-])(=S)=O.[Na+].[Na+].[BH3-]C#N.[Na+]. The catalyst is C1COCC1.O.O=[Os](=O)(=O)=O. The product is [CH2:25]([O:24][CH:20]1[CH2:21][CH2:22][CH2:23][N:17]([S:14]([C:5]2[CH:6]=[C:7]([CH:12]=[CH:13][C:4]=2[CH2:1][CH2:2][OH:32])[C:8]([O:10][CH3:11])=[O:9])(=[O:15])=[O:16])[CH2:18][CH2:19]1)[C:26]1[CH:31]=[CH:30][CH:29]=[CH:28][CH:27]=1. The yield is 0.539. (5) The product is [Cl:11][C:4]1[N:3]=[C:2]([NH:12][C:13]2[CH:18]=[CH:17][CH:16]=[CH:15][CH:14]=2)[C:7]([N+:8]([O-:10])=[O:9])=[CH:6][CH:5]=1. The reactants are Cl[C:2]1[C:7]([N+:8]([O-:10])=[O:9])=[CH:6][CH:5]=[C:4]([Cl:11])[N:3]=1.[NH2:12][C:13]1[CH:18]=[CH:17][CH:16]=[CH:15][CH:14]=1.CCN(C(C)C)C(C)C. The catalyst is C1COCC1. The yield is 0.740. (6) The reactants are Cl.Cl[C:3]1[N:4]=[C:5](O)[C:6]2[C:12]([O:13][CH3:14])=[CH:11][N:10]=[CH:9][C:7]=2[N:8]=1.CCN(C(C)C)C(C)C.O=P(Cl)(Cl)Cl.ClC1N=C(Cl)C2[C:40]([O:41][CH3:42])=[CH:39][N:38]=[CH:37]C=2N=1.C(N(CC)CC)C.C(OC([N:58]1[CH2:63][CH2:62][NH:61][CH2:60][CH2:59]1)=O)(C)(C)C. The catalyst is ClCCCl.C(Cl)Cl. The product is [CH3:14][O:13][C:12]1[C:6]2[C:5]([N:58]3[CH2:63][CH2:62][NH:61][CH2:60][CH2:59]3)=[N:4][C:3]([N:38]3[CH2:37][CH2:42][O:41][CH2:40][CH2:39]3)=[N:8][C:7]=2[CH:9]=[N:10][CH:11]=1. The yield is 0.580. (7) The reactants are [CH3:1][C:2]([O:5][C:6]([NH:8][C:9]([O:11][C:12]([CH3:15])([CH3:14])[CH3:13])=[O:10])=[O:7])([CH3:4])[CH3:3].C(=O)([O-])[O-].[Cs+].[Cs+].Br[CH2:23][CH2:24][CH:25]=[CH2:26]. The catalyst is CC(=O)CC.[I-].[Li+]. The product is [CH2:26]([N:8]([C:9]([O:11][C:12]([CH3:15])([CH3:14])[CH3:13])=[O:10])[C:6]([O:5][C:2]([CH3:1])([CH3:3])[CH3:4])=[O:7])[CH2:25][CH:24]=[CH2:23]. The yield is 0.930.